Dataset: NCI-60 drug combinations with 297,098 pairs across 59 cell lines. Task: Regression. Given two drug SMILES strings and cell line genomic features, predict the synergy score measuring deviation from expected non-interaction effect. (1) Drug 1: CCCS(=O)(=O)NC1=C(C(=C(C=C1)F)C(=O)C2=CNC3=C2C=C(C=N3)C4=CC=C(C=C4)Cl)F. Drug 2: CC1C(C(=O)NC(C(=O)N2CCCC2C(=O)N(CC(=O)N(C(C(=O)O1)C(C)C)C)C)C(C)C)NC(=O)C3=C4C(=C(C=C3)C)OC5=C(C(=O)C(=C(C5=N4)C(=O)NC6C(OC(=O)C(N(C(=O)CN(C(=O)C7CCCN7C(=O)C(NC6=O)C(C)C)C)C)C(C)C)C)N)C. Cell line: K-562. Synergy scores: CSS=49.2, Synergy_ZIP=46.7, Synergy_Bliss=48.6, Synergy_Loewe=45.7, Synergy_HSA=46.4. (2) Drug 1: CCC1=C2CN3C(=CC4=C(C3=O)COC(=O)C4(CC)O)C2=NC5=C1C=C(C=C5)O. Drug 2: CCC1(C2=C(COC1=O)C(=O)N3CC4=CC5=C(C=CC(=C5CN(C)C)O)N=C4C3=C2)O.Cl. Cell line: SNB-19. Synergy scores: CSS=64.0, Synergy_ZIP=0.262, Synergy_Bliss=0.544, Synergy_Loewe=-6.38, Synergy_HSA=6.29. (3) Drug 1: CN1CCC(CC1)COC2=C(C=C3C(=C2)N=CN=C3NC4=C(C=C(C=C4)Br)F)OC. Drug 2: CS(=O)(=O)OCCCCOS(=O)(=O)C. Cell line: OVCAR-8. Synergy scores: CSS=10.9, Synergy_ZIP=-4.93, Synergy_Bliss=2.39, Synergy_Loewe=1.02, Synergy_HSA=3.36. (4) Drug 1: CC(C1=C(C=CC(=C1Cl)F)Cl)OC2=C(N=CC(=C2)C3=CN(N=C3)C4CCNCC4)N. Drug 2: CC1=C2C(C(=O)C3(C(CC4C(C3C(C(C2(C)C)(CC1OC(=O)C(C(C5=CC=CC=C5)NC(=O)OC(C)(C)C)O)O)OC(=O)C6=CC=CC=C6)(CO4)OC(=O)C)OC)C)OC. Cell line: SR. Synergy scores: CSS=89.8, Synergy_ZIP=4.32, Synergy_Bliss=4.36, Synergy_Loewe=2.03, Synergy_HSA=5.40.